Dataset: Retrosynthesis with 50K atom-mapped reactions and 10 reaction types from USPTO. Task: Predict the reactants needed to synthesize the given product. (1) Given the product Cc1cccc(C#CC=C2CCN(c3nc(C)ccc3[N+](=O)[O-])CC2)n1, predict the reactants needed to synthesize it. The reactants are: Cc1ccc([N+](=O)[O-])c(Cl)n1.Cc1cccc(C#CC=C2CCNCC2)n1. (2) The reactants are: Nc1cccc(C(=O)O)c1N.O=C(O)CCl. Given the product O=C(O)c1cccc2[nH]c(CCl)nc12, predict the reactants needed to synthesize it. (3) Given the product COc1cccc(Oc2c(NS(=O)(=O)c3ccc(SC)cc3)cc(C(=O)N3CCOCC3)cc2OCC(O)CO)c1, predict the reactants needed to synthesize it. The reactants are: C1COCCN1.COc1cccc(Oc2c(NS(=O)(=O)c3ccc(SC)cc3)cc(C(=O)O)cc2OCC(O)CO)c1. (4) Given the product CC(C)N1CCN(c2ccc3nc(-c4ccccc4)c(-c4ccnnc4)n3n2)CC1, predict the reactants needed to synthesize it. The reactants are: CC(C)N1CCNCC1.Clc1ccc2nc(-c3ccccc3)c(-c3ccnnc3)n2n1. (5) Given the product Fc1cccc(CSc2nc(Cl)cc(OC3COC(c4ccccc4)OC3)n2)c1F, predict the reactants needed to synthesize it. The reactants are: Fc1cccc(CSc2nc(Cl)cc(Cl)n2)c1F.OC1COC(c2ccccc2)OC1. (6) Given the product CCOC(=O)CC1CCCc2cc(OC)ccc21, predict the reactants needed to synthesize it. The reactants are: CCOC(=O)C=C1CCCc2cc(OC)ccc21. (7) Given the product N#Cc1ccccc1-c1ccc(Cn2c(=O)n(CC(=O)c3ccc(F)cc3)c(=O)c3cc(CC(F)(F)F)sc32)cc1, predict the reactants needed to synthesize it. The reactants are: N#Cc1ccccc1-c1ccc(Cn2c(=O)[nH]c(=O)c3cc(CC(F)(F)F)sc32)cc1.O=C(CBr)c1ccc(F)cc1. (8) Given the product CCCCCC[C@H](C)Oc1ccc(C)c([N+](=O)[O-])c1, predict the reactants needed to synthesize it. The reactants are: CCCCCC[C@@H](C)O.Cc1ccc(O)cc1[N+](=O)[O-].